From a dataset of Forward reaction prediction with 1.9M reactions from USPTO patents (1976-2016). Predict the product of the given reaction. (1) The product is: [Cl:13][C:12]1[C:7]2[N:6]=[C:5]([NH:29][C:25]3[C:26]([CH3:28])=[CH:27][C:22]([N:21]([CH3:30])[CH3:20])=[N:23][CH:24]=3)[N:4]([CH2:1][CH:2]=[CH2:3])[C:8]=2[C:9]([CH:14]([CH2:17][CH3:18])[CH2:15][CH3:16])=[CH:10][CH:11]=1. Given the reactants [CH2:1]([N:4]1[C:8]2[C:9]([CH:14]([CH2:17][CH3:18])[CH2:15][CH3:16])=[CH:10][CH:11]=[C:12]([Cl:13])[C:7]=2[N:6]=[C:5]1Cl)[CH:2]=[CH2:3].[CH3:20][N:21]([CH3:30])[C:22]1[CH:27]=[C:26]([CH3:28])[C:25]([NH2:29])=[CH:24][N:23]=1.O.C1(C)C=CC(S(O)(=O)=O)=CC=1, predict the reaction product. (2) Given the reactants Cl[C:2]1[CH:25]=[C:24]([F:26])[C:23]([F:27])=[CH:22][C:3]=1[C:4]([C:6](=[CH:12][NH:13][C:14]1[CH:19]=[CH:18][C:17]([F:20])=[CH:16][C:15]=1[F:21])[C:7]([O:9][CH2:10][CH3:11])=[O:8])=[O:5].[O-]P([O-])([O-])=O.[K+].[K+].[K+], predict the reaction product. The product is: [F:21][C:15]1[CH:16]=[C:17]([F:20])[CH:18]=[CH:19][C:14]=1[N:13]1[C:2]2[C:3](=[CH:22][C:23]([F:27])=[C:24]([F:26])[CH:25]=2)[C:4](=[O:5])[C:6]([C:7]([O:9][CH2:10][CH3:11])=[O:8])=[CH:12]1. (3) Given the reactants C[C:2]1[N:10]=[C:9]([C:11]2[S:12][C:13]([C:16]3[CH:21]=[CH:20][C:19]([C:22]4[CH:27]=[CH:26][C:25]([O:28][CH2:29][CH2:30][O:31][CH3:32])=[CH:24][CH:23]=4)=[CH:18][CH:17]=3)=[N:14][N:15]=2)[CH:8]=[CH:7][C:3]=1[C:4]([OH:6])=[O:5].[N:33]1(O)[C:37]2[CH:38]=[CH:39][CH:40]=[CH:41][C:36]=2[N:35]=[N:34]1.Cl.CN(C)CCCN=C=NCC, predict the reaction product. The product is: [CH3:32][O:31][CH2:30][CH2:29][O:28][C:25]1[CH:24]=[CH:23][C:22]([C:19]2[CH:18]=[CH:17][C:16]([C:13]3[S:12][C:11]([C:9]4[N:10]=[CH:2][C:3]([C:4]([O:6][N:33]5[C:37]6[CH:38]=[CH:39][CH:40]=[CH:41][C:36]=6[N:35]=[N:34]5)=[O:5])=[CH:7][CH:8]=4)=[N:15][N:14]=3)=[CH:21][CH:20]=2)=[CH:27][CH:26]=1. (4) Given the reactants [NH2:1][C:2]1[C:9]([N+:10]([O-:12])=[O:11])=[CH:8][C:5]([C:6]#[N:7])=[C:4]([F:13])[CH:3]=1.[H-].[Na+].[C:16](O[C:16]([O:18][C:19]([CH3:22])([CH3:21])[CH3:20])=[O:17])([O:18][C:19]([CH3:22])([CH3:21])[CH3:20])=[O:17], predict the reaction product. The product is: [C:6]([C:5]1[C:4]([F:13])=[CH:3][C:2]([NH:1][C:16](=[O:17])[O:18][C:19]([CH3:22])([CH3:21])[CH3:20])=[C:9]([N+:10]([O-:12])=[O:11])[CH:8]=1)#[N:7]. (5) Given the reactants [Cl:1][C:2]1[CH:7]=[CH:6][C:5]([C:8]2[O:12][C:11]([CH:13]=O)=[CH:10][CH:9]=2)=[CH:4][C:3]=1[C:15]([F:18])([F:17])[F:16].N1CCCCC1.C(O)(=O)[CH2:26][C:27]([OH:29])=[O:28].Cl, predict the reaction product. The product is: [Cl:1][C:2]1[CH:7]=[CH:6][C:5]([C:8]2[O:12][C:11](/[CH:13]=[CH:26]/[C:27]([OH:29])=[O:28])=[CH:10][CH:9]=2)=[CH:4][C:3]=1[C:15]([F:16])([F:17])[F:18].